From a dataset of Reaction yield outcomes from USPTO patents with 853,638 reactions. Predict the reaction yield, written as a fraction of the theoretical maximum amount of product (1.0 means a 100% yield; for example, 0.34 means a 34% yield). (1) The reactants are [CH3:1][O:2][C:3]1[CH:4]=[C:5]2[C:10](=[CH:11][CH:12]=1)[C:9](=[O:13])[NH:8][CH:7]=[CH:6]2.C1C(=O)N([Br:21])C(=O)C1. The catalyst is C(#N)C. The product is [Br:21][C:6]1[C:5]2[C:10](=[CH:11][CH:12]=[C:3]([O:2][CH3:1])[CH:4]=2)[C:9](=[O:13])[NH:8][CH:7]=1. The yield is 0.552. (2) The reactants are [O:1]=[C:2]([CH2:10][CH2:11][CH2:12][CH2:13][C:14]1[CH:23]=[CH:22][C:21]2[CH2:20][CH2:19][CH2:18][NH:17][C:16]=2[N:15]=1)[CH2:3]P(=O)(OC)OC.[F:24][C:25]1[CH:26]=[C:27]2[C:32](=[CH:33][C:34]=1[F:35])[N:31]=[CH:30][C:29]([CH:36]=O)=[CH:28]2.[Li+].[Cl-].C1CCN2C(=NCCC2)CC1. The catalyst is CC#N. The product is [F:24][C:25]1[CH:26]=[C:27]2[C:32](=[CH:33][C:34]=1[F:35])[N:31]=[CH:30][C:29](/[CH:36]=[CH:3]/[C:2](=[O:1])[CH2:10][CH2:11][CH2:12][CH2:13][C:14]1[CH:23]=[CH:22][C:21]3[CH2:20][CH2:19][CH2:18][NH:17][C:16]=3[N:15]=1)=[CH:28]2. The yield is 0.840.